Dataset: Human Reference Interactome with 51,813 positive PPI pairs across 8,248 proteins, plus equal number of experimentally-validated negative pairs. Task: Binary Classification. Given two protein amino acid sequences, predict whether they physically interact or not. (1) Protein 1 (ENSG00000181751) has sequence MEVDINGESRSTLTTLPFPGAEANSPGKAEAEKPRCSSTPCSPMRRTVSGYQILHMDSNYLVGFTTGEELLKLAQKCTGGEESKAEAMPSLRSKQLDAGLARSSRLYKTRSRYYQPYEIPAVNGRRRRRMPSSGDKCTKSLPYEPYKALHGPLPLCLLKGKRAHSKSLDYLNLDKMIKEPADTEVLQYQLQHLTLRGDRVFARNNT*. Protein 2 (ENSG00000139651) has sequence MAQASLLACEGLAGVSLVPTAASKKMMLSQIASKQAENGERAGSPDVLRCSSQGHRKDSDKSRSRKDDDSLSEASHSKKTVKKVVVVEQNGSFQVKIPKNFVCEHCFGAFRSSYHLKRHILIHTGEKPFECDICDMRFIQKYHLERHKRVHSGEKPYQCERCHQCFSRTDRLLRHKRMCQGCQSKTSDGQFSL*. Result: 0 (the proteins do not interact). (2) Protein 1 (ENSG00000106683) has sequence MRLTLLCCTWREERMGEEGSELPVCASCGQRIYDGQYLQALNADWHADCFRCCDCSASLSHQYYEKDGQLFCKKDYWARYGESCHGCSEQITKGLVMVAGELKYHPECFICLTCGTFIGDGDTYTLVEHSKLYCGHCYYQTVVTPVIEQILPDSPGSHLPHTVTLVSIPASSHGKRGLSVSIDPPHGPPGCGTEHSHTVRVQGVDPGCMSPDVKNSIHVGDRILEINGTPIRNVPLDEIDLLIQETSRLLQLTLEHDPHDTLGHGLGPETSPLSSPAYTPSGEAGSSARQKPVLRSCSID.... Protein 2 (ENSG00000188629) has sequence MAAGWLTTWSQNSVTFQEVAVDFSQEEWALLDPAQKNLYKDVMLENFRNLASVGYQLCRHSLISKVDQEQLKTDERGILQGDCADWETQLKPKDTIAMQNIPGGKTSNGINTNCVRTHSGEMPYECSDCGKAFIFQSSLKKHMRSHTGEKPYECDHCGKSFSQSSHLNVHKRTHTGEKPYDCKECGKAFTVPSSLQKHVRTHTGEKPYECSDCGKAFIDQSSLKKHTRSHTGEKPYECNQCGKSFSTGSYLIVHKRTHTGEKTYECKECGKAFRNSSCLRVHVRTHTGEKPYKCIQCEKA.... Result: 0 (the proteins do not interact). (3) Protein 1 (ENSG00000163518) has sequence MLLWASLLAFAPVCGQSAAAHKPVISVHPPWTTFFKGERVTLTCNGFQFYATEKTTWYHRHYWGEKLTLTPGNTLEVRESGLYRCQARGSPRSNPVRLLFSSDSLILQAPYSVFEGDTLVLRCHRRRKEKLTAVKYTWNGNILSISNKSWDLLIPQASSNNNGNYRCIGYGDENDVFRSNFKIIKIQELFPHPELKATDSQPTEGNSVNLSCETQLPPERSDTPLHFNFFRDGEVILSDWSTYPELQLPTVWRENSGSYWCGAETVRGNIHKHSPSLQIHVQRIPVSGVLLETQPSGGQA.... Protein 2 (ENSG00000182132) has sequence MGAVMGTFSSLQTKQRRPSKDKIEDELEMTMVCHRPEGLEQLEAQTNFTKRELQVLYRGFKNECPSGVVNEDTFKQIYAQFFPHGDASTYAHYLFNAFDTTQTGSVKFEDFVTALSILLRGTVHEKLRWTFNLYDINKDGYINKEEMMDIVKAIYDMMGKYTYPVLKEDTPRQHVDVFFQKMDKNKDGIVTLDEFLESCQEDDNIMRSLQLFQNVM*MSGCSKRCKLGFVKFAQTIFKLITGTLSKDKIEDELEMTMVCHRPEGLEQLEAQTNFTKRELQVLYRGFKNECPSGVVNEDTF.... Result: 0 (the proteins do not interact). (4) Protein 1 (ENSG00000073584) has sequence MSKRPSYAPPPTPAPATQMPSTPGFVGYNPYSHLAYNNYRLGGNPGTNSRVTASSGITIPKPPKPPDKPLMPYMRYSRKVWDQVKASNPDLKLWEIGKIIGGMWRDLTDEEKQEYLNEYEAEKIEYNESMKAYHNSPAYLAYINAKSRAEAALEEESRQRQSRMEKGEPYMSIQPAEDPDDYDDGFSMKHTATARFQRNHRLISEILSESVVPDVRSVVTTARMQVLKRQVQSLMVHQRKLEAELLQIEERHQEKKRKFLESTDSFNNELKRLCGLKVEVDMEKIAAEIAQAEEQARKRQ.... Protein 2 (ENSG00000213213) has sequence MRRHSETDVEEQTQELKTITQLQEQCRALQIQGVKENMDQNKATLALLRSNIRRGAQDWALAKKYDQWTISKACGKNLPLRLAHCRSTMEVVREKLRKYVFDRVNMHNLLIHLVRRRGQKLESMQLELDSLRSQPDASKEELRLLQIIRQLENNIEKTMIKIITSQNIHLLYLDLLDYLKTVLAGYPIELDKLQNLVVNYCSELSDMKIMSQDAMMITDEVKRNMRQREASFIEERRARENRLNQQKKLIDKIHTKETSEKYRRGQMDLDFPSNLMSTETLKLRRKETSTAEMEYQSGVT.... Result: 1 (the proteins interact). (5) Protein 1 (ENSG00000143502) has sequence MYHGMNPSNGDGFLEQQQQQQQPQSPQRLLAVILWFQLALCFGPAQLTGGFDDLQVCADPGIPENGFRTPSGGVFFEGSVARFHCQDGFKLKGATKRLCLKHFNGTLGWIPSDNSICVQEDCRIPQIEDAEIHNKTYRHGEKLIITCHEGFKIRYPDLHNMVSLCRDDGTWNNLPICQGCLRPLASSNGYVNISELQTSFPVGTVISYRCFPGFKLDGSAYLECLQNLIWSSSPPRCLALEVCPLPPMVSHGDFVCHPRPCERYNHGTVVEFYCDPGYSLTSDYKYITCQYGEWFPSYQV.... Protein 2 (ENSG00000203907) has sequence MFSTVTHKGPDRAIIPEMEWTSQALLTVDIVDSGNLVEITVFGRPRVQNRVKSMLLCLAWFHREHRARAEKMKHLEKNLKAHASDPHSPQDPVA*MVDDAGAAESQRGKQTPAHSLEQLRRLPLPPPQIRIRPWWFPVQELRDPLVFYLEAWLADELFGPDRAIIPEMEWTSQALLTVDIVDSGNLVEITVFGRPRVQNRVKSMLLCLAWFHREHRARAEKMKHLEKNLKAHASDPHSPQDPVA*MFSTVTHKGPDRAIIPEMEWTSQALLTVDIVDSGNLVEITVFGRPRVQNRVKSML.... Result: 0 (the proteins do not interact). (6) Protein 1 (ENSG00000132801) has sequence MELGSCFKTYEDFKECFSAYKRENRCSFILRDCVSVRFHNLNHGTSIREDILYVQVKFVCIRTQSNRKRTREADMCPAYLLLRYNERLDRLFISELNTQHIHGDSKVASPGGDTTGKSQKTMCLQRLQPVQPTTKKDLDTAEKSLVEPSFCLDKVQVSSKPEQEGITPSDLAKIAKVMKNFLKVDEGSMASFSVGDSQHLDRLSFQSSKMTDLFIRFPENLLLHRVENTQGHILYAFLVENKERESRVVHFAVLKAETVTSVAKMLSIFTEFNSDWPKVKVVFVDPSFHYRAILQEIFPA.... Protein 2 (ENSG00000139767) has sequence MASVQQGEKQLFEKFWRGTFKAVATPRPESIIVASITARKPLPRTEPQNNPVVPAQDGPSEKLGQHLATEPLGTNSWERDKTCRELGATRGHSASHDKDLTPPPSSRGKKKKKKSTRKKRRRSSSYSPSPVKKKKKKSSKKHKRRRSFSKKRRHSSSSPKSKRRDEKRHKKQSRSRPRKSHRHRHHRCPSRSQSSESRPSSCESRHRGRSPEEGQKSRRRHSRRCSKTLCKDSPEAQSSRPPSQPLQMLGYLSARGVITGSGSAADLFTKTASPLTTSRGRSQEYDSGNDTSSPPSTQTS.... Result: 0 (the proteins do not interact). (7) Protein 2 (ENSG00000123106) has sequence MDDDDFGGFEAAETFDGGSGETQTTSPAIPWAAFPAVSGVHLSPSSPEIVLDRDHSSSIGCLSSDAIISSPENTHAANSIVSQTIPKAQIQQSTHTHLDISLFPLGLTDEKSNGTIALVDDSEDPGANVSNIQLQQKISSLEIKLKVSEEEKQRIKQDVESLMEKHNVLEKGFLKEKEQEAISFQDRYKELQEKHKQELEDMRKAGHEALSIIVDEYKALLQSSVKQQVEAIEKQYISAIEKQAHKCEELLNAQHQRLLEMLDTEKELLKEKIKEALIQQSQEQKEILEKCLEEERQRNK.... Result: 0 (the proteins do not interact). Protein 1 (ENSG00000130695) has sequence MAMQEKYPTEGISHVTSPSSDVIQKGSSLGTEWQTPVISEPFRSRFSRCSSVADSGDTAIGTSCSDIAEDFCSSSGSPPFQPIKSHVTIPTAHVMPSTLGTSPAKPNSTPVGPSSSKLPLSGLAESVGMTRNGDLGAMKHSPGLSRDLMYFSGATGENGIEQSWFPAVGHERQEEARKFDIPSMESTLNQSAMMETLYSDPHHRVRFHNPRTSTSKELYRVLPEAKKAPGSGAVFERNGPHSNSSGVLPLGLQPAPGLSKPLPSQVWQPSPDTWHPREQSCELSTCRQQLELIRLQMEQM.... (8) Protein 2 (ENSG00000172273) has sequence MPPPGKVPRKENLWLQCEWGSCSFVCSTMEKFFEHVTQHLQQHLHGSGEEEEEEEEDDPLEEEFSCLWQECGFCSLDSSADLIRHVYFHCYHTKLKQWGLQALQSQADLGPCILDFQSRNVIPDIPDHFLCLWEHCENSFDNPEWFYRHVEAHSLCCEYEAVGKDNPVVLCGWKGCTCTFKDRSKLREHLRSHTQEKVVACPTCGGMFANNTKFLDHIRRQTSLDQQHFQCSHCSKRFATERLLRDHMRNHVNHYKCPLCDMTCPLPSSLRNHMRFRHSEDRPFKCDCCDYSCKNLIDLQ.... Protein 1 (ENSG00000168026) has sequence MSSNDSSLMAGIIYYSQEKYFHHVQQAAAVGLEKFSNDPVLKFFKAYGVLKEEHIQDAISDLESIRHHPDVSLCSTMALIYAHKRCEIIGECHHAQPGLTHQGKESPAPEITQPLKGCQRRPRSNSGA*MSSNDSSLMAGIIYYSQEKYFHHVQQAAAVGLEKFSNDPVLKFFKAYGVLKEEHIQDAISDLESIRHHPDVSLCSTMALIYAHKRCEIIDREAIQELEYSLKEIRKTVSGTALYYAGLFLWLIGRHDKAKEYIDRMLKISRGFREAYVLRGWVDLTSDKPHTAKKAIEYLE.... Result: 0 (the proteins do not interact).